Dataset: Forward reaction prediction with 1.9M reactions from USPTO patents (1976-2016). Task: Predict the product of the given reaction. (1) Given the reactants [CH3:1][N:2]1[CH2:6][CH2:5][N:4]([C@@H:7]2[CH2:12][CH2:11][CH2:10][N:9](C(OC(C)(C)C)=O)[CH2:8]2)[C:3]1=[O:20].Cl, predict the reaction product. The product is: [CH3:1][N:2]1[CH2:6][CH2:5][N:4]([C@@H:7]2[CH2:12][CH2:11][CH2:10][NH:9][CH2:8]2)[C:3]1=[O:20]. (2) Given the reactants CN(C(ON1N=NC2C=CC=NC1=2)=[N+](C)C)C.F[P-](F)(F)(F)(F)F.[NH2:25][C:26]1[C:27]([C:36]([OH:38])=O)=[CH:28][C:29]2[C:34]([CH:35]=1)=[CH:33][CH:32]=[CH:31][CH:30]=2.[NH2:39][C@@H:40]([C@H:48]1[CH2:53][CH2:52][CH2:51][CH:50]([OH:54])[CH2:49]1)[C:41]([O:43][C:44]([CH3:47])([CH3:46])[CH3:45])=[O:42].C(N(CC)C(C)C)(C)C.C([O-])(O)=O.[Na+], predict the reaction product. The product is: [NH2:25][C:26]1[C:27]([C:36]([NH:39][C@@H:40]([C@H:48]2[CH2:53][CH2:52][CH2:51][C@@H:50]([OH:54])[CH2:49]2)[C:41]([O:43][C:44]([CH3:47])([CH3:46])[CH3:45])=[O:42])=[O:38])=[CH:28][C:29]2[C:34]([CH:35]=1)=[CH:33][CH:32]=[CH:31][CH:30]=2. (3) Given the reactants [CH2:1]([N:3]([CH2:6][CH3:7])[CH2:4][CH3:5])[CH3:2].[C:8]([OH:11])(=[O:10])[CH3:9], predict the reaction product. The product is: [CH3:2][CH2:1][N:3]([CH2:6][CH3:7])[CH2:4][CH3:5].[CH3:9][C:8]([OH:11])=[O:10]. (4) Given the reactants [CH3:1][N:2]1[CH2:7][CH:6]2[CH2:8][CH2:9][C:3]1([CH:10]([C:12]1[CH:17]=[CH:16][CH:15]=[CH:14][CH:13]=1)[NH2:11])[CH2:4][CH2:5]2.[Cl:18][C:19]1[CH:27]=[C:26]([Cl:28])[CH:25]=[CH:24][C:20]=1[C:21](O)=[O:22].CN(C(ON1N=NC2C=CC=CC1=2)=[N+](C)C)C.[B-](F)(F)(F)F.C(NC(C)C)(C)C, predict the reaction product. The product is: [Cl:18][C:19]1[CH:27]=[C:26]([Cl:28])[CH:25]=[CH:24][C:20]=1[C:21]([NH:11][CH:10]([C:3]12[CH2:9][CH2:8][CH:6]([CH2:5][CH2:4]1)[CH2:7][N:2]2[CH3:1])[C:12]1[CH:17]=[CH:16][CH:15]=[CH:14][CH:13]=1)=[O:22]. (5) Given the reactants [N+:1]([CH2:4][CH:5]1[O:9][B:8]([OH:10])[C:7]2[CH:11]=[CH:12][CH:13]=[CH:14][C:6]1=2)([O-])=O.N.[ClH:16], predict the reaction product. The product is: [ClH:16].[NH2:1][CH2:4][CH:5]1[O:9][B:8]([OH:10])[C:7]2[CH:11]=[CH:12][CH:13]=[CH:14][C:6]1=2. (6) Given the reactants Br[C:2]1[CH:11]=[C:10]2[C:5]([CH2:6][CH:7]([CH3:26])[N:8]([C:12]3[CH:17]=[C:16]([N:18]4[CH2:23][CH2:22][N:21]([CH3:24])[CH2:20][CH2:19]4)[N:15]=[C:14]([NH2:25])[N:13]=3)[CH2:9]2)=[CH:4][CH:3]=1.[O:27]1[CH2:31][CH2:30][CH:29]([N:32]2[CH:36]=[C:35](B3OC(C)(C)C(C)(C)O3)[CH:34]=[N:33]2)[CH2:28]1.C(=O)(O)[O-].[Na+].O1CCOCC1, predict the reaction product. The product is: [CH3:24][N:21]1[CH2:20][CH2:19][N:18]([C:16]2[CH:17]=[C:12]([N:8]3[CH:7]([CH3:26])[CH2:6][C:5]4[C:10](=[CH:11][C:2]([C:35]5[CH:34]=[N:33][N:32]([CH:29]6[CH2:30][CH2:31][O:27][CH2:28]6)[CH:36]=5)=[CH:3][CH:4]=4)[CH2:9]3)[N:13]=[C:14]([NH2:25])[N:15]=2)[CH2:23][CH2:22]1. (7) Given the reactants [CH3:1][C:2](=[O:6])[CH2:3][CH2:4][CH3:5].[OH:7][CH2:8][CH:9]([CH2:11][OH:12])[OH:10], predict the reaction product. The product is: [CH3:1][C:2](=[O:6])[CH2:3][CH2:4][CH3:5].[OH:7][CH2:8][CH:9]([CH2:11][OH:12])[OH:10].